From a dataset of Peptide-MHC class II binding affinity with 134,281 pairs from IEDB. Regression. Given a peptide amino acid sequence and an MHC pseudo amino acid sequence, predict their binding affinity value. This is MHC class II binding data. (1) The peptide sequence is PWRYSVNANVSPELK. The MHC is DRB1_1501 with pseudo-sequence DRB1_1501. The binding affinity (normalized) is 0.622. (2) The peptide sequence is ATTEEQKLIEDVNAS. The MHC is DRB1_0401 with pseudo-sequence DRB1_0401. The binding affinity (normalized) is 0.260. (3) The peptide sequence is GEYQIVDKIDAAFKI. The MHC is DRB3_0101 with pseudo-sequence DRB3_0101. The binding affinity (normalized) is 0.741. (4) The peptide sequence is IKVLVAMASINTLTL. The MHC is HLA-DQA10301-DQB10302 with pseudo-sequence HLA-DQA10301-DQB10302. The binding affinity (normalized) is 0.257. (5) The peptide sequence is ISDFRAAIANYHYDA. The MHC is DRB1_1501 with pseudo-sequence DRB1_1501. The binding affinity (normalized) is 0.537. (6) The peptide sequence is NGNATPQLTKNAGVL. The MHC is DRB1_0405 with pseudo-sequence DRB1_0405. The binding affinity (normalized) is 0.114. (7) The peptide sequence is ERFAVNPGLLETSEGCR. The binding affinity (normalized) is 0.448. The MHC is HLA-DPA10201-DPB11401 with pseudo-sequence HLA-DPA10201-DPB11401.